Dataset: Reaction yield outcomes from USPTO patents with 853,638 reactions. Task: Predict the reaction yield, written as a fraction of the theoretical maximum amount of product (1.0 means a 100% yield; for example, 0.34 means a 34% yield). (1) The yield is 0.240. The catalyst is C(O)(=O)C. The product is [CH3:16][O:15][C:12]1[CH:13]=[CH:14][C:7]2[O:6][C:5]([CH:4]=[O:3])=[CH:9][C:8]=2[CH:11]=1. The reactants are C([O:3][CH:4](OCC)[CH2:5][O:6][C:7]1[CH:14]=[CH:13][C:12]([O:15][CH3:16])=[CH:11][C:8]=1[CH:9]=O)C. (2) The reactants are [C:1]([O:5][C@@H:6]([C:12]1[C:13]([CH3:27])=[N:14][C:15]2[N:16]([N:19]=[C:20]([C:22]([O:24][CH2:25][CH3:26])=[O:23])[CH:21]=2)[C:17]=1I)[C:7]([O:9][CH2:10][CH3:11])=[O:8])([CH3:4])([CH3:3])[CH3:2].[F:28][C:29]1[CH:30]=[C:31](B2OC(C)(C)C(C)(C)O2)[C:32]([CH3:39])=[C:33]2[C:38]=1[O:37][CH2:36][CH2:35][CH2:34]2.C([O-])([O-])=O.[Na+].[Na+].O. The yield is 0.820. The product is [C:1]([O:5][C@@H:6]([C:12]1[C:13]([CH3:27])=[N:14][C:15]2[N:16]([N:19]=[C:20]([C:22]([O:24][CH2:25][CH3:26])=[O:23])[CH:21]=2)[C:17]=1[C:31]1[C:32]([CH3:39])=[C:33]2[C:38](=[C:29]([F:28])[CH:30]=1)[O:37][CH2:36][CH2:35][CH2:34]2)[C:7]([O:9][CH2:10][CH3:11])=[O:8])([CH3:4])([CH3:3])[CH3:2]. The catalyst is CN(C=O)C.C1C=CC([P]([Pd]([P](C2C=CC=CC=2)(C2C=CC=CC=2)C2C=CC=CC=2)([P](C2C=CC=CC=2)(C2C=CC=CC=2)C2C=CC=CC=2)[P](C2C=CC=CC=2)(C2C=CC=CC=2)C2C=CC=CC=2)(C2C=CC=CC=2)C2C=CC=CC=2)=CC=1. (3) The reactants are [Cl:1][C:2]1[C:3]([NH:35]S(C)(=O)=O)=[CH:4][C:5]2[N:9]=[C:8]([CH2:10][CH3:11])[N:7]([C:12]3[CH:17]=[CH:16][C:15]([CH2:18][CH2:19][NH:20][C:21]([NH:23][S:24]([C:27]4[CH:32]=[CH:31][C:30]([CH3:33])=[CH:29][CH:28]=4)(=[O:26])=[O:25])=[O:22])=[CH:14][CH:13]=3)[C:6]=2[CH:34]=1.[C:40](Cl)(=[O:42])[CH3:41].O. The catalyst is N1C=CC=CC=1. The product is [Cl:1][C:2]1[C:3]([NH:35][C:40](=[O:42])[CH3:41])=[CH:4][C:5]2[N:9]=[C:8]([CH2:10][CH3:11])[N:7]([C:12]3[CH:17]=[CH:16][C:15]([CH2:18][CH2:19][NH:20][C:21]([NH:23][S:24]([C:27]4[CH:32]=[CH:31][C:30]([CH3:33])=[CH:29][CH:28]=4)(=[O:25])=[O:26])=[O:22])=[CH:14][CH:13]=3)[C:6]=2[CH:34]=1. The yield is 0.980. (4) The reactants are [C:1]([O:9][CH2:10][CH3:11])(=[O:8])[CH2:2][C:3]([O:5][CH2:6][CH3:7])=[O:4].[C:12](#[N:15])[CH:13]=[CH2:14].Cl. The catalyst is CO.O1CCOCC1. The product is [C:12]([CH2:13][CH2:14][C:2]([CH2:14][CH2:13][C:12]#[N:15])([C:3]([O:5][CH2:6][CH3:7])=[O:4])[C:1]([O:9][CH2:10][CH3:11])=[O:8])#[N:15]. The yield is 0.758. (5) The reactants are [CH3:1][O:2][C:3]1[CH:4]=[C:5]2[C:10](=[CH:11][CH:12]=1)[O:9][C:8](=[O:13])[CH:7]=[C:6]2[CH3:14].C1C(=O)N([Br:22])C(=O)C1. The catalyst is C(#N)C. The product is [Br:22][C:7]1[C:8](=[O:13])[O:9][C:10]2[C:5]([C:6]=1[CH3:14])=[CH:4][C:3]([O:2][CH3:1])=[CH:12][CH:11]=2. The yield is 0.670. (6) The reactants are I[C:2]1[CH:11]=[C:10]2[C:5]([CH2:6][CH2:7][NH:8][C:9]2=[O:12])=[CH:4][CH:3]=1.C[C:14]([N:16](C)C)=O. The catalyst is C(OC(=O)C)C.[Zn].C1C=CC(P(C2C=CC=CC=2)[C-]2C=CC=C2)=CC=1.C1C=CC(P(C2C=CC=CC=2)[C-]2C=CC=C2)=CC=1.[Fe+2].[C-]#N.[C-]#N.[Zn+2]. The product is [O:12]=[C:9]1[C:10]2[C:5](=[CH:4][CH:3]=[C:2]([C:14]#[N:16])[CH:11]=2)[CH2:6][CH2:7][NH:8]1. The yield is 0.635. (7) The reactants are [CH3:1][O:2][C:3]1[CH:8]=[CH:7][C:6]([NH:9][C:10]2[C:11](=[O:22])[NH:12][C:13](=[O:21])[C:14]=2[C:15]2[CH:20]=[CH:19][CH:18]=[CH:17][CH:16]=2)=[CH:5][CH:4]=1.[CH2:23](O)[C:24]1[CH:29]=[CH:28][CH:27]=[CH:26][CH:25]=1.N(C(OCC)=O)=NC(OCC)=O.C1(P(C2C=CC=CC=2)C2C=CC=CC=2)C=CC=CC=1. The catalyst is C1COCC1. The product is [CH2:23]([N:12]1[C:13](=[O:21])[C:14]([C:15]2[CH:20]=[CH:19][CH:18]=[CH:17][CH:16]=2)=[C:10]([NH:9][C:6]2[CH:5]=[CH:4][C:3]([O:2][CH3:1])=[CH:8][CH:7]=2)[C:11]1=[O:22])[C:24]1[CH:29]=[CH:28][CH:27]=[CH:26][CH:25]=1. The yield is 0.490.